This data is from Reaction yield outcomes from USPTO patents with 853,638 reactions. The task is: Predict the reaction yield, written as a fraction of the theoretical maximum amount of product (1.0 means a 100% yield; for example, 0.34 means a 34% yield). (1) The reactants are [C:1]([C:4]1[S:5][C:6]([Br:9])=[CH:7][CH:8]=1)(=[O:3])[CH3:2].[C:10](OC)(=[O:15])[C:11]([O:13][CH3:14])=[O:12].C[O-].[Na+].Cl. The catalyst is CO. The product is [CH3:14][O:13][C:11](=[O:12])[C:10](=[O:15])[CH2:2][C:1]([C:4]1[S:5][C:6]([Br:9])=[CH:7][CH:8]=1)=[O:3]. The yield is 0.880. (2) The reactants are [C:1]([O:9][CH2:10][CH3:11])(=[O:8])[C:2]1[CH:7]=[CH:6][N:5]=[CH:4][CH:3]=1.S(=O)(=O)(O)O.OO.C(=O)=O.[CH:22]([NH2:24])=[O:23]. No catalyst specified. The product is [NH2:24][C:22]([C:4]1[CH:3]=[C:2]([CH:7]=[CH:6][N:5]=1)[C:1]([O:9][CH2:10][CH3:11])=[O:8])=[O:23]. The yield is 0.440. (3) The reactants are C([O-])=O.[NH4+].C([O:12][C:13]1[CH:22]=[C:21]2[C:16]([C:17]([O:23][C:24]3[CH:25]=[C:26]4[C:30](=[CH:31][CH:32]=3)[NH:29][C:28]([CH3:33])=[CH:27]4)=[N:18][CH:19]=[N:20]2)=[CH:15][CH:14]=1)C1C=CC=CC=1. The catalyst is [Pd].CN(C=O)C. The product is [OH:12][C:13]1[CH:22]=[C:21]2[C:16]([C:17]([O:23][C:24]3[CH:25]=[C:26]4[C:30](=[CH:31][CH:32]=3)[NH:29][C:28]([CH3:33])=[CH:27]4)=[N:18][CH:19]=[N:20]2)=[CH:15][CH:14]=1. The yield is 0.930. (4) The reactants are [CH3:1][C:2]1[N:7]=[C:6]([C:8]2[CH:13]=[CH:12][CH:11]=[C:10]([C:14]3[CH:15]=[C:16]([S:20](Cl)(=[O:22])=[O:21])[CH:17]=[CH:18][CH:19]=3)[N:9]=2)[CH:5]=[C:4]([C:24]2[CH:29]=[CH:28][C:27]([C:30]([F:33])([F:32])[F:31])=[CH:26][CH:25]=2)[CH:3]=1.[NH:34]1[CH2:37][CH2:36][CH2:35]1. The catalyst is C1COCC1.CCOC(C)=O. The product is [N:34]1([S:20]([C:16]2[CH:15]=[C:14]([C:10]3[N:9]=[C:8]([C:6]4[CH:5]=[C:4]([C:24]5[CH:25]=[CH:26][C:27]([C:30]([F:33])([F:31])[F:32])=[CH:28][CH:29]=5)[CH:3]=[C:2]([CH3:1])[N:7]=4)[CH:13]=[CH:12][CH:11]=3)[CH:19]=[CH:18][CH:17]=2)(=[O:21])=[O:22])[CH2:37][CH2:36][CH2:35]1. The yield is 0.530.